Dataset: Reaction yield outcomes from USPTO patents with 853,638 reactions. Task: Predict the reaction yield, written as a fraction of the theoretical maximum amount of product (1.0 means a 100% yield; for example, 0.34 means a 34% yield). (1) The product is [NH2:1][C:2]1[C:11]2[C:6](=[C:7]([C:22]3[CH:23]=[CH:24][C:25]([O:26][CH3:27])=[C:20]([F:19])[CH:21]=3)[CH:8]=[CH:9][CH:10]=2)[N:5]=[N:4][C:3]=1[C:13]([NH:15][CH2:16][CH2:17][CH3:18])=[O:14]. The yield is 0.780. No catalyst specified. The reactants are [NH2:1][C:2]1[C:11]2[C:6](=[C:7](Br)[CH:8]=[CH:9][CH:10]=2)[N:5]=[N:4][C:3]=1[C:13]([NH:15][CH2:16][CH2:17][CH3:18])=[O:14].[F:19][C:20]1[CH:21]=[C:22](B(O)O)[CH:23]=[CH:24][C:25]=1[O:26][CH3:27]. (2) The product is [CH3:28][N:14]([C:11]1[N:10]=[CH:9][C:8]2[CH2:7][CH2:6][C:5]3[N:24]=[C:2]([CH3:1])[S:3][C:4]=3[C:13]=2[N:12]=1)[C:15]1[CH:20]=[CH:19][CH:18]=[C:17]([N+:21]([O-:23])=[O:22])[CH:16]=1. The catalyst is CN(C=O)C. The reactants are [CH3:1][C:2]1[S:3][C:4]2[C:13]3[N:12]=[C:11]([NH:14][C:15]4[CH:20]=[CH:19][CH:18]=[C:17]([N+:21]([O-:23])=[O:22])[CH:16]=4)[N:10]=[CH:9][C:8]=3[CH2:7][CH2:6][C:5]=2[N:24]=1.[H-].[Na+].I[CH3:28]. The yield is 0.380. (3) The reactants are [CH3:1][C:2]1[O:3][C:4]2[CH:10]=[C:9]([OH:11])[CH:8]=[CH:7][C:5]=2[N:6]=1.C(N(CC)CC)C.[C:19](Cl)(=[O:21])[CH3:20]. The catalyst is O1CCCC1. The product is [C:19]([O:11][C:9]1[CH:8]=[CH:7][C:5]2[N:6]=[C:2]([CH3:1])[O:3][C:4]=2[CH:10]=1)(=[O:21])[CH3:20]. The yield is 0.900. (4) The reactants are [C:1]1(=[O:8])[O:7][C:5](=[O:6])[CH:4]=[C:2]1[CH3:3].[NH2:9][C:10]1[CH:15]=[CH:14][CH:13]=[CH:12][CH:11]=1. The catalyst is C(OCC)C. The product is [CH3:3][C:2]([C:1](=[O:8])[NH:9][C:10]1[CH:15]=[CH:14][CH:13]=[CH:12][CH:11]=1)=[CH:4][C:5]([OH:7])=[O:6]. The yield is 0.920. (5) The reactants are [NH2:1][N:2]1[C:6]([CH3:7])=[CH:5][CH:4]=[C:3]1[C:8]([NH2:10])=[O:9].[C:11]([O-])(=[O:13])C.[Na+]. The catalyst is C(O)=O. The product is [CH:11]([NH:1][N:2]1[C:6]([CH3:7])=[CH:5][CH:4]=[C:3]1[C:8]([NH2:10])=[O:9])=[O:13]. The yield is 0.690. (6) The reactants are [NH2:1][C@H:2]1[C@@H:7]([NH:8][C:9](=[O:17])[O:10][CH2:11][CH2:12][Si:13]([CH3:16])([CH3:15])[CH3:14])[CH2:6][C@H:5]2[C@@H:3]1[CH2:4]2.Cl[C:19]1[N:28]=[CH:27][C:26]2[C:21](=[CH:22][CH:23]=[C:24]([C:29]3[C:34]([Cl:35])=[C:33]([O:36][CH3:37])[CH:32]=[C:31]([O:38][CH3:39])[C:30]=3[Cl:40])[CH:25]=2)[N:20]=1.C(=O)(O)[O-].[Na+]. The catalyst is CN1CCCC1=O.C(OCC)(=O)C. The product is [Cl:35][C:34]1[C:33]([O:36][CH3:37])=[CH:32][C:31]([O:38][CH3:39])=[C:30]([Cl:40])[C:29]=1[C:24]1[CH:25]=[C:26]2[C:21](=[CH:22][CH:23]=1)[N:20]=[C:19]([NH:1][C@H:2]1[C@@H:7]([NH:8][C:9](=[O:17])[O:10][CH2:11][CH2:12][Si:13]([CH3:14])([CH3:16])[CH3:15])[CH2:6][C@H:5]3[C@@H:3]1[CH2:4]3)[N:28]=[CH:27]2. The yield is 0.520. (7) The reactants are [CH2:1]([NH:3][CH2:4][C:5]([N:7]1[CH2:12][CH2:11][S:10][C:9]2[CH:13]=[C:14]([N+:17]([O-:19])=[O:18])[CH:15]=[CH:16][C:8]1=2)=[O:6])[CH3:2].C(N(CC)CC)C.[C:27](O[C:27]([O:29][C:30]([CH3:33])([CH3:32])[CH3:31])=[O:28])([O:29][C:30]([CH3:33])([CH3:32])[CH3:31])=[O:28]. The catalyst is O1CCOCC1.C(OCC)(=O)C. The product is [CH2:1]([N:3]([CH2:4][C:5]([N:7]1[CH2:12][CH2:11][S:10][C:9]2[CH:13]=[C:14]([N+:17]([O-:19])=[O:18])[CH:15]=[CH:16][C:8]1=2)=[O:6])[C:27](=[O:28])[O:29][C:30]([CH3:33])([CH3:32])[CH3:31])[CH3:2]. The yield is 1.00. (8) The reactants are [NH:1]1[CH2:7][CH2:6][CH2:5][CH2:4][CH2:3][CH2:2]1.C(N(CC)CC)C.Cl[C:16]1[C:21]([CH:22]([CH2:27][CH2:28][CH3:29])[C:23]([O:25][CH3:26])=[O:24])=[C:20]([CH3:30])[N:19]=[C:18]([C:31]2[CH:36]=[CH:35][CH:34]=[CH:33][CH:32]=2)[N:17]=1. The catalyst is O1CCCC1.C(=O)([O-])O.[Na+]. The product is [N:1]1([C:16]2[C:21]([CH:22]([CH2:27][CH2:28][CH3:29])[C:23]([O:25][CH3:26])=[O:24])=[C:20]([CH3:30])[N:19]=[C:18]([C:31]3[CH:32]=[CH:33][CH:34]=[CH:35][CH:36]=3)[N:17]=2)[CH2:7][CH2:6][CH2:5][CH2:4][CH2:3][CH2:2]1. The yield is 0.980.